Task: Predict the product of the given reaction.. Dataset: Forward reaction prediction with 1.9M reactions from USPTO patents (1976-2016) (1) The product is: [CH3:17][C:14]1[CH:15]=[CH:16][C:9]2[NH:8][C:7](=[O:18])[CH2:6][C:5]3[CH:4]=[N:24][C:20]([CH2:21][CH2:22][CH3:23])=[N:25][C:11]=3[C:10]=2[CH:13]=1. Given the reactants CN([CH:4]=[C:5]1[C:11](=O)[C:10]2[CH:13]=[C:14]([CH3:17])[CH:15]=[CH:16][C:9]=2[NH:8][C:7](=[O:18])[CH2:6]1)C.Cl.[C:20]([NH2:25])(=[NH:24])[CH2:21][CH2:22][CH3:23], predict the reaction product. (2) Given the reactants [NH:1]1[CH2:6][CH2:5][CH2:4][CH:3]([CH:7]([CH3:11])[C:8]([OH:10])=O)[CH2:2]1.Cl.CN(C)CCCN=C=NCC.[O:24]1[CH2:29][CH2:28][CH2:27][CH2:26][CH:25]1[N:30]1[C:38]2[C:33](=[CH:34][C:35]([C:39]3[N:43]=[CH:42][N:41]([C:44]([C:57]4[CH:62]=[CH:61][CH:60]=[CH:59][CH:58]=4)([C:51]4[CH:56]=[CH:55][CH:54]=[CH:53][CH:52]=4)[C:45]4[CH:50]=[CH:49][CH:48]=[CH:47][CH:46]=4)[N:40]=3)=[CH:36][CH:37]=2)[C:32]([C:63]2[CH:64]=[C:65]([NH2:69])[CH:66]=[CH:67][CH:68]=2)=[N:31]1.CN(C)C=O, predict the reaction product. The product is: [O:24]1[CH2:29][CH2:28][CH2:27][CH2:26][CH:25]1[N:30]1[C:38]2[C:33](=[CH:34][C:35]([C:39]3[N:43]=[CH:42][N:41]([C:44]([C:45]4[CH:46]=[CH:47][CH:48]=[CH:49][CH:50]=4)([C:57]4[CH:62]=[CH:61][CH:60]=[CH:59][CH:58]=4)[C:51]4[CH:56]=[CH:55][CH:54]=[CH:53][CH:52]=4)[N:40]=3)=[CH:36][CH:37]=2)[C:32]([C:63]2[CH:64]=[C:65]([NH:69][C:8](=[O:10])[CH:7]([CH:3]3[CH2:4][CH2:5][CH2:6][NH:1][CH2:2]3)[CH3:11])[CH:66]=[CH:67][CH:68]=2)=[N:31]1. (3) Given the reactants [F:1][C:2]1[CH:7]=[CH:6][C:5]([S:8]([NH:11][C@@H:12]([CH:17]([OH:19])[CH3:18])[C:13]([O:15][CH3:16])=[O:14])(=[O:10])=[O:9])=[CH:4][CH:3]=1.C([O-])([O-])=O.[K+].[K+].[CH2:26](I)[CH3:27], predict the reaction product. The product is: [CH2:26]([N:11]([S:8]([C:5]1[CH:4]=[CH:3][C:2]([F:1])=[CH:7][CH:6]=1)(=[O:9])=[O:10])[C@@H:12]([CH:17]([OH:19])[CH3:18])[C:13]([O:15][CH3:16])=[O:14])[CH3:27]. (4) The product is: [CH3:21][O:20][CH2:19][CH2:18][N:17]([CH2:22][CH2:23][O:24][CH3:25])[C:15]([CH:13]1[CH2:12][CH2:11][C:10]2[C:3]3[C:2]([NH:26][C:27]4[C:36]([O:37][CH3:38])=[CH:35][C:30]5[NH:31][C:32](=[O:34])[S:33][C:29]=5[CH:28]=4)=[N:7][CH:6]=[N:5][C:4]=3[S:8][C:9]=2[CH2:14]1)=[O:16]. Given the reactants Cl[C:2]1[C:3]2[C:10]3[CH2:11][CH2:12][CH:13]([C:15]([N:17]([CH2:22][CH2:23][O:24][CH3:25])[CH2:18][CH2:19][O:20][CH3:21])=[O:16])[CH2:14][C:9]=3[S:8][C:4]=2[N:5]=[CH:6][N:7]=1.[NH2:26][C:27]1[C:36]([O:37][CH3:38])=[CH:35][C:30]2[NH:31][C:32](=[O:34])[S:33][C:29]=2[CH:28]=1, predict the reaction product.